From a dataset of Forward reaction prediction with 1.9M reactions from USPTO patents (1976-2016). Predict the product of the given reaction. The product is: [Cl:20][C:17]1[CH:16]=[CH:15][C:14]([CH2:13][CH:9]([NH:8][CH3:6])[C:10]([OH:12])=[O:11])=[CH:19][CH:18]=1. Given the reactants C(O[C:6]([N:8](C)[C@H:9]([CH2:13][C:14]1[CH:19]=[CH:18][C:17]([Cl:20])=[CH:16][CH:15]=1)[C:10]([OH:12])=[O:11])=O)(C)(C)C.Cl.CCOCC, predict the reaction product.